From a dataset of Catalyst prediction with 721,799 reactions and 888 catalyst types from USPTO. Predict which catalyst facilitates the given reaction. (1) Reactant: [N:1]1([S:5]([NH2:8])(=[O:7])=[O:6])[CH2:4][CH2:3][CH2:2]1.C1(P(C2CCCCC2)C2C=CC=CC=2C2C(C(C)C)=CC(C(C)C)=CC=2C(C)C)CCCCC1.C(=O)([O-])[O-].[Cs+].[Cs+].Cl[C:50]1[CH:55]=[C:54]([O:56][C:57]([C@H:60]2[CH2:64][O:63][C:62]([CH3:66])([CH3:65])[O:61]2)([CH3:59])[CH3:58])[N:53]=[C:52]([S:67][CH2:68][C:69]2[CH:74]=[CH:73][CH:72]=[C:71]([F:75])[C:70]=2[F:76])[N:51]=1. Product: [F:76][C:70]1[C:71]([F:75])=[CH:72][CH:73]=[CH:74][C:69]=1[CH2:68][S:67][C:52]1[N:51]=[C:50]([NH:8][S:5]([N:1]2[CH2:4][CH2:3][CH2:2]2)(=[O:7])=[O:6])[CH:55]=[C:54]([O:56][C:57]([C@H:60]2[CH2:64][O:63][C:62]([CH3:66])([CH3:65])[O:61]2)([CH3:59])[CH3:58])[N:53]=1. The catalyst class is: 62. (2) Reactant: [CH2:1]([O:3][C:4](=[O:18])[CH2:5][CH:6]1[O:10][B:9]([OH:11])[C:8]2[CH:12]=[C:13]([OH:17])[CH:14]=[C:15]([CH3:16])[C:7]1=2)[CH3:2].C(=O)([O-])[O-].[Cs+].[Cs+].Cl[C:26]1[N:31]=[C:30]([C:32]#[N:33])[CH:29]=[N:28][CH:27]=1. Product: [CH2:1]([O:3][C:4](=[O:18])[CH2:5][CH:6]1[O:10][B:9]([OH:11])[C:8]2[CH:12]=[C:13]([O:17][C:26]3[CH:27]=[N:28][CH:29]=[C:30]([C:32]#[N:33])[N:31]=3)[CH:14]=[C:15]([CH3:16])[C:7]1=2)[CH3:2]. The catalyst class is: 3.